This data is from Full USPTO retrosynthesis dataset with 1.9M reactions from patents (1976-2016). The task is: Predict the reactants needed to synthesize the given product. Given the product [NH2:1][C:2]1[C:9]([I:13])=[CH:8][C:7]([CH2:10][CH2:11][CH3:12])=[CH:6][C:3]=1[C:4]#[N:5], predict the reactants needed to synthesize it. The reactants are: [NH2:1][C:2]1[CH:9]=[CH:8][C:7]([CH2:10][CH2:11][CH3:12])=[CH:6][C:3]=1[C:4]#[N:5].[I:13]I.